This data is from Reaction yield outcomes from USPTO patents with 853,638 reactions. The task is: Predict the reaction yield, written as a fraction of the theoretical maximum amount of product (1.0 means a 100% yield; for example, 0.34 means a 34% yield). The reactants are [Cl:1][C:2]1[CH:8]=[C:7]([I:9])[CH:6]=[CH:5][C:3]=1[NH2:4].CN.O.C1(C)C=CC=CC=1.[CH3:20][N:21]([CH:23]=[O:24])C. No catalyst specified. The product is [Cl:1][C:2]1[CH:8]=[C:7]([I:9])[CH:6]=[CH:5][C:3]=1[NH:4][C:23]([NH:21][CH3:20])=[O:24]. The yield is 0.810.